From a dataset of Forward reaction prediction with 1.9M reactions from USPTO patents (1976-2016). Predict the product of the given reaction. (1) Given the reactants [C:1]([C:4]1[C:5](=[O:21])[NH:6][C:7]2[C:12]([C:13]=1[C:14]1[CH:19]=[CH:18][CH:17]=[CH:16][CH:15]=1)=[CH:11][C:10]([Cl:20])=[CH:9][CH:8]=2)(=[O:3])[CH3:2].[CH3:22][O:23][C:24]1[CH:31]=[CH:30][CH:29]=[CH:28][C:25]=1[CH:26]=O.[OH-].[Na+], predict the reaction product. The product is: [Cl:20][C:10]1[CH:11]=[C:12]2[C:7](=[CH:8][CH:9]=1)[NH:6][C:5](=[O:21])[C:4]([C:1](=[O:3])[CH:2]=[CH:26][C:25]1[CH:28]=[CH:29][CH:30]=[CH:31][C:24]=1[O:23][CH3:22])=[C:13]2[C:14]1[CH:15]=[CH:16][CH:17]=[CH:18][CH:19]=1. (2) Given the reactants Cl[C:2]1[CH:7]=[C:6]([C:8]2[CH:13]=[CH:12][CH:11]=[C:10]([CH3:14])[C:9]=2[CH3:15])[N:5]=[C:4]([NH2:16])[N:3]=1.[Cl:17][C:18]1[N:19]=[CH:20][C:21]([CH2:24][NH2:25])=[N:22][CH:23]=1.CCN(CC)CC.C(O)CCC, predict the reaction product. The product is: [Cl:17][C:18]1[N:19]=[CH:20][C:21]([CH2:24][NH:25][C:2]2[CH:7]=[C:6]([C:8]3[CH:13]=[CH:12][CH:11]=[C:10]([CH3:14])[C:9]=3[CH3:15])[N:5]=[C:4]([NH2:16])[N:3]=2)=[N:22][CH:23]=1.